From a dataset of Peptide-MHC class I binding affinity with 185,985 pairs from IEDB/IMGT. Regression. Given a peptide amino acid sequence and an MHC pseudo amino acid sequence, predict their binding affinity value. This is MHC class I binding data. (1) The peptide sequence is DTSYYVKEY. The MHC is HLA-A31:01 with pseudo-sequence HLA-A31:01. The binding affinity (normalized) is 0. (2) The peptide sequence is ASLPKTSGH. The MHC is HLA-B15:01 with pseudo-sequence HLA-B15:01. The binding affinity (normalized) is 0. (3) The peptide sequence is RVITAPPYY. The MHC is HLA-A80:01 with pseudo-sequence HLA-A80:01. The binding affinity (normalized) is 0.666. (4) The peptide sequence is YVGDTSMMVI. The MHC is Mamu-B17 with pseudo-sequence Mamu-B17. The binding affinity (normalized) is 0.